From a dataset of Full USPTO retrosynthesis dataset with 1.9M reactions from patents (1976-2016). Predict the reactants needed to synthesize the given product. Given the product [NH2:12][C:4]1[C:5]2[N:6]([C:8]([C:21]3[CH:22]=[CH:23][C:18]([C:17]([NH:16][CH:13]4[CH2:14][CH2:15]4)=[O:34])=[C:19]([CH3:33])[CH:20]=3)=[CH:9][N:10]=2)[CH:7]=[C:2]([Br:1])[CH:3]=1, predict the reactants needed to synthesize it. The reactants are: [Br:1][C:2]1[CH:3]=[C:4]([NH2:12])[C:5]2[N:6]([C:8](I)=[CH:9][N:10]=2)[CH:7]=1.[CH:13]1([NH:16][C:17](=[O:34])[C:18]2[CH:23]=[CH:22][C:21](B3OC(C)(C)C(C)(C)O3)=[CH:20][C:19]=2[CH3:33])[CH2:15][CH2:14]1.C(=O)([O-])[O-].[K+].[K+].